Task: Predict which catalyst facilitates the given reaction.. Dataset: Catalyst prediction with 721,799 reactions and 888 catalyst types from USPTO Reactant: [Br:1][C:2]1[C:10]2[C:5](=[CH:6][CH:7]=[CH:8][CH:9]=2)[NH:4][N:3]=1.[Cl:11][C:12]1[CH:20]=[CH:19][CH:18]=[C:17]([C:21]([F:24])([F:23])[F:22])[C:13]=1[C:14](Cl)=[O:15].CCN(CC)CC.O. Product: [Br:1][C:2]1[C:10]2[C:5](=[CH:6][CH:7]=[CH:8][CH:9]=2)[N:4]([C:14]([C:13]2[C:17]([C:21]([F:22])([F:23])[F:24])=[CH:18][CH:19]=[CH:20][C:12]=2[Cl:11])=[O:15])[N:3]=1. The catalyst class is: 64.